Dataset: Forward reaction prediction with 1.9M reactions from USPTO patents (1976-2016). Task: Predict the product of the given reaction. (1) The product is: [F:25][C:19]1[C:18]([C@@H:8]2[C@@H:9]([OH:17])[C@@H:10]([OH:16])[C@H:11]([OH:12])[C@@H:6]([CH2:5][OH:4])[O:7]2)=[CH:23][CH:22]=[CH:21][C:20]=1[O:24][C:34]1[CH:35]=[C:30]([CH:31]=[CH:32][CH:33]=1)[C:28]([NH:27][CH3:26])=[O:29]. Given the reactants C([O:4][CH2:5][C@@H:6]1[C@@H:11]([O:12]C(=O)C)[C@H:10]([OH:16])[C@H:9]([OH:17])[C@@H:8]([C:18]2[CH:23]=[CH:22][CH:21]=[C:20]([OH:24])[C:19]=2[F:25])[O:7]1)(=O)C.[CH3:26][NH:27][C:28]([C:30]1[CH:31]=[C:32](B(O)O)[CH:33]=[CH:34][CH:35]=1)=[O:29], predict the reaction product. (2) Given the reactants [Cl:1][C:2]1[CH:7]=[CH:6][C:5]([N:8]2[C:11](=[O:12])[C@H:10]([S:13][CH2:14][C:15]([C:17]3[CH:22]=[CH:21][C:20]([Cl:23])=[CH:19][CH:18]=3)=[O:16])[C@H:9]2[C:24]2[CH:34]=[CH:33][C:27]([O:28][CH2:29][C:30](O)=[O:31])=[CH:26][CH:25]=2)=[CH:4][CH:3]=1.CN1CCOCC1.Cl.[NH2:43][CH2:44][C:45]([O:47]C(C)(C)C)=[O:46].CN(C(ON1N=NC2C=CC=CC1=2)=[N+](C)C)C.[B-](F)(F)(F)F, predict the reaction product. The product is: [Cl:1][C:2]1[CH:3]=[CH:4][C:5]([N:8]2[C:11](=[O:12])[C@H:10]([S:13][CH2:14][C:15]([C:17]3[CH:22]=[CH:21][C:20]([Cl:23])=[CH:19][CH:18]=3)=[O:16])[C@H:9]2[C:24]2[CH:25]=[CH:26][C:27]([O:28][CH2:29][C:30]([NH:43][CH2:44][C:45]([OH:47])=[O:46])=[O:31])=[CH:33][CH:34]=2)=[CH:6][CH:7]=1. (3) Given the reactants [C:1]([C:5]1[CH:6]=[C:7]([C:15]2[CH:23]=[CH:22][CH:21]=[C:20]3[C:16]=2[CH2:17][C:18](=[CH:25][C:26]2([CH3:32])[CH2:31][CH2:30][CH2:29][CH2:28][CH2:27]2)[C:19]3=[O:24])[CH:8]=[C:9]([C:11]([CH3:14])([CH3:13])[CH3:12])[CH:10]=1)([CH3:4])([CH3:3])[CH3:2], predict the reaction product. The product is: [C:11]([C:9]1[CH:8]=[C:7]([C:15]2[CH:23]=[CH:22][CH:21]=[C:20]3[C:16]=2[CH2:17][CH:18]([CH2:25][C:26]2([CH3:32])[CH2:31][CH2:30][CH2:29][CH2:28][CH2:27]2)[C:19]3=[O:24])[CH:6]=[C:5]([C:1]([CH3:4])([CH3:3])[CH3:2])[CH:10]=1)([CH3:12])([CH3:13])[CH3:14]. (4) Given the reactants Br[C:2]1[CH:12]=[CH:11][CH:10]=[C:9]([O:13][CH3:14])[C:3]=1[C:4]([O:6][CH2:7][CH3:8])=[O:5].CC1(C)C(C)(C)OB([C:23]2[NH:27][N:26]=[CH:25][CH:24]=2)O1.C([O-])([O-])=O.[Na+].[Na+], predict the reaction product. The product is: [CH3:14][O:13][C:9]1[CH:10]=[CH:11][CH:12]=[C:2]([C:23]2[NH:27][N:26]=[CH:25][CH:24]=2)[C:3]=1[C:4]([O:6][CH2:7][CH3:8])=[O:5]. (5) Given the reactants [CH:1]1[C:10]2[C:5](=[CH:6][CH:7]=[CH:8][CH:9]=2)[CH:4]=[CH:3][C:2]=1[C:11]1[C:19]2[C:14](=[N:15][CH:16]=[N:17][C:18]=2[NH2:20])[NH:13][N:12]=1.C([O-])([O-])=O.[K+].[K+].Br[CH2:28]/[CH:29]=[CH:30]/[C:31]1[CH:36]=[CH:35][CH:34]=[CH:33][CH:32]=1.O, predict the reaction product. The product is: [CH:1]1[C:10]2[C:5](=[CH:6][CH:7]=[CH:8][CH:9]=2)[CH:4]=[CH:3][C:2]=1[C:11]1[C:19]2[C:14](=[N:15][CH:16]=[N:17][C:18]=2[NH2:20])[N:13](/[CH:28]=[CH:29]/[CH2:30][C:31]2[CH:36]=[CH:35][CH:34]=[CH:33][CH:32]=2)[N:12]=1. (6) Given the reactants [OH:1][C:2]1[CH:3]=[C:4]([CH:31]=[CH:32][C:33]=1[O:34][CH3:35])[CH2:5][CH:6]1[C:15]2[C:10](=[CH:11][C:12]([O:18][CH3:19])=[C:13]([O:16][CH3:17])[CH:14]=2)[CH2:9][CH2:8][N:7]1[CH2:20][C:21]([NH:23][CH2:24][C:25]1[CH:30]=[CH:29][CH:28]=[CH:27][CH:26]=1)=[O:22].[CH2:36](Br)[CH2:37][CH3:38], predict the reaction product. The product is: [CH2:36]([O:1][C:2]1[CH:3]=[C:4]([CH:31]=[CH:32][C:33]=1[O:34][CH3:35])[CH2:5][CH:6]1[C:15]2[C:10](=[CH:11][C:12]([O:18][CH3:19])=[C:13]([O:16][CH3:17])[CH:14]=2)[CH2:9][CH2:8][N:7]1[CH2:20][C:21]([NH:23][CH2:24][C:25]1[CH:30]=[CH:29][CH:28]=[CH:27][CH:26]=1)=[O:22])[CH2:37][CH3:38]. (7) Given the reactants C([O:8][C@@H:9]1[C@@H:15]([O:16]CC2C=CC=CC=2)[C@H:14]([O:24]CC2C=CC=CC=2)[C@@H:13]([CH2:32][O:33]CC2C=CC=CC=2)[O:12][C@H:10]1[OH:11])C1C=CC=CC=1.ClC(Cl)(Cl)C#N.C([O-])([O-])=O.[K+].[K+].ClC(Cl)(Cl)C(=N)[O-], predict the reaction product. The product is: [O:11]=[CH:10][C@@H:9]([C@H:15]([C@@H:14]([C@@H:13]([CH2:32][OH:33])[OH:12])[OH:24])[OH:16])[OH:8]. (8) Given the reactants [Cl:1][C:2]1[CH:7]=[C:6]([C:8]2[CH:13]=[CH:12][C:11]([O:14][C:15]3[CH:20]=[CH:19][C:18]([F:21])=[CH:17][CH:16]=3)=[CH:10][CH:9]=2)[N:5]=[C:4]([NH2:22])[CH:3]=1.CCN(C(C)C)C(C)C.[C:32](Cl)(=[O:37])[C:33]([CH3:36])([CH3:35])[CH3:34], predict the reaction product. The product is: [Cl:1][C:2]1[CH:7]=[C:6]([C:8]2[CH:9]=[CH:10][C:11]([O:14][C:15]3[CH:20]=[CH:19][C:18]([F:21])=[CH:17][CH:16]=3)=[CH:12][CH:13]=2)[N:5]=[C:4]([NH:22][C:32](=[O:37])[C:33]([CH3:36])([CH3:35])[CH3:34])[CH:3]=1. (9) The product is: [C:39]([O:31][C:29](=[O:30])[NH:34][C:10]1[CH:9]=[C:8]([N:5]2[CH2:6][CH2:7][C:2]([F:1])([F:22])[CH2:3][CH2:4]2)[CH:13]=[C:12]([CH2:14][O:15][CH:16]2[CH2:21][CH2:20][CH2:19][CH2:18][O:17]2)[N:11]=1)([CH3:42])([CH3:41])[CH3:40]. Given the reactants [F:1][C:2]1([F:22])[CH2:7][CH2:6][N:5]([C:8]2[CH:13]=[C:12]([CH2:14][O:15][CH:16]3[CH2:21][CH2:20][CH2:19][CH2:18][O:17]3)[N:11]=[CH:10][CH:9]=2)[CH2:4][CH2:3]1.N1C=CC=CC=1[C:29]([OH:31])=[O:30].C([N:34](CC)CC)C.[C:39](O)([CH3:42])([CH3:41])[CH3:40].C1(P(N=[N+]=[N-])(C2C=CC=CC=2)=O)C=CC=CC=1, predict the reaction product.